Task: Predict the reactants needed to synthesize the given product.. Dataset: Full USPTO retrosynthesis dataset with 1.9M reactions from patents (1976-2016) (1) Given the product [I:1][C:2]1[CH:10]=[CH:9][CH:8]=[C:7]([CH3:11])[C:3]=1[C:4]([O:6][CH3:12])=[O:5], predict the reactants needed to synthesize it. The reactants are: [I:1][C:2]1[CH:10]=[CH:9][CH:8]=[C:7]([CH3:11])[C:3]=1[C:4]([OH:6])=[O:5].[CH3:12][Si](C=[N+]=[N-])(C)C. (2) Given the product [Cl:1][C:2]1[CH:7]=[C:6]([C:8]([F:10])([F:11])[F:9])[CH:5]=[CH:4][C:3]=1[O:12][C@H:14]([CH3:13])[CH2:15][CH2:16][O:19][C:20]1[CH:25]=[CH:24][C:23]([CH:26]([C:32]#[C:33][CH3:34])[CH2:27][C:28]([OH:30])=[O:29])=[CH:22][CH:21]=1, predict the reactants needed to synthesize it. The reactants are: [Cl:1][C:2]1[CH:7]=[C:6]([C:8]([F:11])([F:10])[F:9])[CH:5]=[CH:4][C:3]=1[OH:12].[CH2:13](O)[CH2:14][C@H:15](O)[CH3:16].[OH:19][C:20]1[CH:25]=[CH:24][C:23]([CH:26]([C:32]#[C:33][CH3:34])[CH2:27][C:28]([O:30]C)=[O:29])=[CH:22][CH:21]=1. (3) Given the product [CH3:12][O:13][C:14]1[C:15](=[O:37])[C:16]([C:26]2[N:30]([C:31]3[CH:32]=[CH:33][CH:34]=[CH:35][CH:36]=3)[N:29]=[CH:28][CH:27]=2)=[N:17][N:18]([C:20]2[CH:21]=[N+:22]([O-:9])[CH:23]=[CH:24][CH:25]=2)[CH:19]=1, predict the reactants needed to synthesize it. The reactants are: ClC1C=CC=C(C(OO)=[O:9])C=1.[CH3:12][O:13][C:14]1[C:15](=[O:37])[C:16]([C:26]2[N:30]([C:31]3[CH:36]=[CH:35][CH:34]=[CH:33][CH:32]=3)[N:29]=[CH:28][CH:27]=2)=[N:17][N:18]([C:20]2[CH:21]=[N:22][CH:23]=[CH:24][CH:25]=2)[CH:19]=1. (4) Given the product [CH2:1]([O:3][C:4]([C:6]1([C:9]2[CH:14]=[CH:13][C:12]([B:16]3[O:20][C:19]([CH3:22])([CH3:21])[C:18]([CH3:24])([CH3:23])[O:17]3)=[CH:11][CH:10]=2)[CH2:8][CH2:7]1)=[O:5])[CH3:2], predict the reactants needed to synthesize it. The reactants are: [CH2:1]([O:3][C:4]([C:6]1([C:9]2[CH:14]=[CH:13][C:12](Br)=[CH:11][CH:10]=2)[CH2:8][CH2:7]1)=[O:5])[CH3:2].[B:16]1([B:16]2[O:20][C:19]([CH3:22])([CH3:21])[C:18]([CH3:24])([CH3:23])[O:17]2)[O:20][C:19]([CH3:22])([CH3:21])[C:18]([CH3:24])([CH3:23])[O:17]1.C([O-])(=O)C.[K+].CCOC(C)=O.